This data is from TCR-epitope binding with 47,182 pairs between 192 epitopes and 23,139 TCRs. The task is: Binary Classification. Given a T-cell receptor sequence (or CDR3 region) and an epitope sequence, predict whether binding occurs between them. (1) The epitope is LLMPILTLT. The TCR CDR3 sequence is CTGLAGSAGELFF. Result: 1 (the TCR binds to the epitope). (2) The epitope is KLMNIQQKL. The TCR CDR3 sequence is CASSWGQGQLSYEQYF. Result: 0 (the TCR does not bind to the epitope). (3) The epitope is FVDGVPFVV. The TCR CDR3 sequence is CASSRGLAGGDTQYF. Result: 0 (the TCR does not bind to the epitope). (4) The epitope is PKYVKQNTLKLAT. The TCR CDR3 sequence is CASSLTNRGLNMNTEAFF. Result: 1 (the TCR binds to the epitope).